From a dataset of Full USPTO retrosynthesis dataset with 1.9M reactions from patents (1976-2016). Predict the reactants needed to synthesize the given product. (1) Given the product [CH3:1][C:2]1[C:3]([C:12]([OH:14])=[O:13])=[N:4][CH:5]=[C:6]([O:8][CH2:9][C:10]#[CH:11])[N:7]=1, predict the reactants needed to synthesize it. The reactants are: [CH3:1][C:2]1[C:3]([C:12]([O:14]C)=[O:13])=[N:4][CH:5]=[C:6]([O:8][CH2:9][C:10]#[CH:11])[N:7]=1.O.[OH-].[Li+].Cl. (2) The reactants are: C(O[C:5]1([C:14]#[C:15][C:16]2[CH:21]=[CH:20][CH:19]=[CH:18][C:17]=2[O:22][CH3:23])[CH:13]=[C:9]([C:10]([OH:12])=O)[CH:8]=[CH:7][CH2:6]1)(C)C.[NH2:24][CH:25]([CH2:28][C:29]1[C:37]2[C:32](=[N:33][CH:34]=[CH:35][CH:36]=2)[NH:31][CH:30]=1)[CH2:26][OH:27].C1C=CC2N([OH:47])N=NC=2C=1.CCN=C=N[CH2:53][CH2:54][CH2:55]N(C)C. Given the product [OH:27][CH2:26][CH:25]([NH:24][C:10](=[O:12])[C:9]1[CH:13]=[C:5]([C:14]#[C:15][C:16]2[CH:21]=[CH:20][CH:19]=[CH:18][C:17]=2[O:22][CH3:23])[CH:6]=[CH:7][C:8]=1[O:47][CH:54]([CH3:55])[CH3:53])[CH2:28][C:29]1[C:37]2[C:32](=[N:33][CH:34]=[CH:35][CH:36]=2)[NH:31][CH:30]=1, predict the reactants needed to synthesize it. (3) The reactants are: Br.Br.[CH3:3][N:4]1[CH2:9][C@@H:8]2[CH2:10][C@H:5]1[CH2:6][NH:7]2.F[C:12]1[CH:17]=[CH:16][C:15]([N+:18]([O-:20])=[O:19])=[CH:14][C:13]=1[CH3:21].CCN(C(C)C)C(C)C. Given the product [CH3:3][N:4]1[CH2:9][C@@H:8]2[CH2:10][C@H:5]1[CH2:6][N:7]2[C:12]1[CH:17]=[CH:16][C:15]([N+:18]([O-:20])=[O:19])=[CH:14][C:13]=1[CH3:21], predict the reactants needed to synthesize it. (4) Given the product [NH:8]1[C:9]2[C:14](=[CH:13][CH:12]=[CH:11][N:10]=2)[C:6]([C:4](=[O:5])[C:3]([O-:15])=[O:2])=[CH:7]1.[K+:20], predict the reactants needed to synthesize it. The reactants are: C[O:2][C:3](=[O:15])[C:4]([C:6]1[C:14]2[C:9](=[N:10][CH:11]=[CH:12][CH:13]=2)[NH:8][CH:7]=1)=[O:5].C([O-])([O-])=O.[K+:20].[K+]. (5) The reactants are: [C:1]([C:4]1[C:34](=[O:35])[C@@:8]2([CH3:36])[C:9]3[C:15]([OH:16])=[CH:14][C:13]([O:17][CH3:18])=[C:12]([C:19]([NH:21][CH2:22][C:23]4[C:32]5[C:27](=[CH:28][CH:29]=[CH:30][CH:31]=5)[CH:26]=[CH:25][C:24]=4[CH3:33])=[O:20])[C:10]=3[O:11][C:7]2=[CH:6][C:5]=1[OH:37])(=O)[CH3:2].Cl.[CH2:39]([O:41][NH2:42])[CH3:40].C(=O)(O)[O-].[Na+]. Given the product [CH2:39]([O:41]/[N:42]=[C:1](/[C:4]1[C:34](=[O:35])[C@@:8]2([CH3:36])[C:9]3[C:15]([OH:16])=[CH:14][C:13]([O:17][CH3:18])=[C:12]([C:19]([NH:21][CH2:22][C:23]4[C:32]5[C:27](=[CH:28][CH:29]=[CH:30][CH:31]=5)[CH:26]=[CH:25][C:24]=4[CH3:33])=[O:20])[C:10]=3[O:11][C:7]2=[CH:6][C:5]=1[OH:37])\[CH3:2])[CH3:40], predict the reactants needed to synthesize it. (6) The reactants are: [Cl:1][C:2]1[CH:7]=[CH:6][C:5]([C:8]2[S:16][C:15]3[C:14](=[O:17])[N:13]([C:18]4[CH:23]=[CH:22][C:21]([O:24][CH2:25][C:26]([OH:29])([CH3:28])[CH3:27])=[C:20]([CH2:30][CH3:31])[CH:19]=4)[CH:12]=[N:11][C:10]=3[CH:9]=2)=[CH:4][CH:3]=1.N1(C2C=CN=CC=2)CCCC1.[C:43]([O:47][C:48]([NH:50][CH2:51][C:52](O)=[O:53])=[O:49])([CH3:46])([CH3:45])[CH3:44].C(N=C=NC(C)C)(C)C.O.NN. Given the product [C:43]([O:47][C:48]([NH:50][CH2:51][C:52]([O:29][C:26]([CH3:27])([CH3:28])[CH2:25][O:24][C:21]1[CH:22]=[CH:23][C:18]([N:13]2[C:14](=[O:17])[C:15]3[S:16][C:8]([C:5]4[CH:4]=[CH:3][C:2]([Cl:1])=[CH:7][CH:6]=4)=[CH:9][C:10]=3[N:11]=[CH:12]2)=[CH:19][C:20]=1[CH2:30][CH3:31])=[O:53])=[O:49])([CH3:46])([CH3:45])[CH3:44], predict the reactants needed to synthesize it.